Dataset: Forward reaction prediction with 1.9M reactions from USPTO patents (1976-2016). Task: Predict the product of the given reaction. (1) The product is: [C:1]([C:5]([C:8]([O:11][C:12]([C:15]([C:18]([O-:20])=[O:19])([F:17])[F:16])([F:14])[F:13])([F:10])[F:9])([F:7])[F:6])([F:4])([F:3])[F:2].[NH4+:40].[C:21]([C:25]([C:28]([O:31][CH:32]([C:34]([C:37]([O-:39])=[O:38])([F:36])[F:35])[F:33])([F:29])[F:30])([F:27])[F:26])([F:24])([F:23])[F:22].[NH4+:40]. Given the reactants [C:1]([C:5]([C:8]([O:11][C:12]([C:15]([C:18]([OH:20])=[O:19])([F:17])[F:16])([F:14])[F:13])([F:10])[F:9])([F:7])[F:6])([F:4])([F:3])[F:2].[C:21]([C:25]([C:28]([O:31][CH:32]([C:34]([C:37]([OH:39])=[O:38])([F:36])[F:35])[F:33])([F:30])[F:29])([F:27])[F:26])([F:24])([F:23])[F:22].[NH3:40], predict the reaction product. (2) Given the reactants [NH2:1][C:2]1[S:3][C:4]2[CH:10]=[CH:9][CH:8]=[CH:7][C:5]=2[N:6]=1.[CH2:11]([C:15]1[CH:23]=[CH:22][C:18]([C:19](Cl)=[O:20])=[CH:17][CH:16]=1)[CH2:12][CH2:13][CH3:14].[OH-].[Na+], predict the reaction product. The product is: [CH2:11]([C:15]1[CH:16]=[CH:17][C:18]([C:19]([NH:1][C:2]2[S:3][C:4]3[CH:10]=[CH:9][CH:8]=[CH:7][C:5]=3[N:6]=2)=[O:20])=[CH:22][CH:23]=1)[CH2:12][CH2:13][CH3:14]. (3) Given the reactants [N:1]1([C:6]2[CH:30]=[CH:29][CH:28]=[CH:27][C:7]=2[C:8]([NH:10][C@H:11]2[CH2:15][CH2:14][CH2:13][C@@H:12]2[NH:16][C:17]2[CH:22]=[N:21][C:20]([C:23]([F:26])([F:25])[F:24])=[CH:19][N:18]=2)=[O:9])[CH:5]=[CH:4]C=[N:2]1.Cl.FC(F)(F)C1[N:35]=CC(N[C@H]2CCC[C@@H]2N)=NC=1.N1(C2C=CC=CC=2C(O)=O)C=CN=N1, predict the reaction product. The product is: [N:1]1([C:6]2[CH:30]=[CH:29][CH:28]=[CH:27][C:7]=2[C:8]([NH:10][C@H:11]2[CH2:15][CH2:14][CH2:13][C@@H:12]2[NH:16][C:17]2[CH:22]=[N:21][C:20]([C:23]([F:24])([F:26])[F:25])=[CH:19][N:18]=2)=[O:9])[CH:5]=[CH:4][N:35]=[N:2]1.